This data is from Full USPTO retrosynthesis dataset with 1.9M reactions from patents (1976-2016). The task is: Predict the reactants needed to synthesize the given product. (1) Given the product [CH3:39][C:33]([C:30]1[CH:29]=[CH:28][C:27]([CH2:26][CH:15]([NH:16][S:17]([C:20]2[CH:25]=[CH:24][N:23]=[CH:22][CH:21]=2)(=[O:19])=[O:18])[C:11]2[N:10]=[C:9]([NH:8][CH2:40][C:41]([OH:43])=[O:42])[CH:14]=[CH:13][CH:12]=2)=[CH:32][CH:31]=1)([CH3:38])[CH2:34][CH2:35][CH2:36][CH3:37], predict the reactants needed to synthesize it. The reactants are: C(OC([N:8]([CH2:40][C:41]([O:43]C(C)(C)C)=[O:42])[C:9]1[CH:14]=[CH:13][CH:12]=[C:11]([CH:15]([CH2:26][C:27]2[CH:32]=[CH:31][C:30]([C:33]([CH3:39])([CH3:38])[CH2:34][CH2:35][CH2:36][CH3:37])=[CH:29][CH:28]=2)[NH:16][S:17]([C:20]2[CH:25]=[CH:24][N:23]=[CH:22][CH:21]=2)(=[O:19])=[O:18])[N:10]=1)=O)(C)(C)C.FC(F)(F)C(O)=O. (2) Given the product [Br:1][C:2]1[CH:3]=[C:4]([CH:20]=[CH:21][CH:22]=1)[CH2:5][C:6]1[CH:7]=[C:8]([C:11]([C:13]2[C:14]([NH:24][C@H:25]3[C@H:29]4[C@H:28]([O:32][C:31]([CH3:33])([CH3:34])[O:30]4)[C@@H:27]([CH2:35][OH:36])[CH2:26]3)=[N:15][CH:16]=[N:17][CH:18]=2)=[O:12])[S:9][CH:10]=1, predict the reactants needed to synthesize it. The reactants are: [Br:1][C:2]1[CH:3]=[C:4]([CH:20]=[CH:21][CH:22]=1)[CH2:5][C:6]1[CH:7]=[C:8]([C:11]([C:13]2[C:14](Cl)=[N:15][CH:16]=[N:17][CH:18]=2)=[O:12])[S:9][CH:10]=1.Cl.[NH2:24][C@H:25]1[C@@H:29]2[O:30][C:31]([CH3:34])([CH3:33])[O:32][C@@H:28]2[C@@H:27]([CH2:35][OH:36])[CH2:26]1.C(N(CC)C(C)C)(C)C. (3) Given the product [F:25][C:18]1[CH:19]=[C:20](/[CH:21]=[CH:10]/[C:8]([C:6]2[CH:7]=[C:2]([CH3:1])[CH:3]=[C:4]([N+:12]([O-:14])=[O:13])[C:5]=2[OH:11])=[O:9])[CH:23]=[CH:24][C:17]=1[O:16][CH3:15], predict the reactants needed to synthesize it. The reactants are: [CH3:1][C:2]1[CH:7]=[C:6]([C:8]([CH3:10])=[O:9])[C:5]([OH:11])=[C:4]([N+:12]([O-:14])=[O:13])[CH:3]=1.[CH3:15][O:16][C:17]1[CH:24]=[CH:23][C:20]([CH:21]=O)=[CH:19][C:18]=1[F:25]. (4) Given the product [Cl:8][C:9]1[CH:14]=[CH:13][N:12]=[C:11](/[CH:15]=[CH:17]/[S@@:5]([C:1]([CH3:4])([CH3:3])[CH3:2])=[O:6])[CH:10]=1, predict the reactants needed to synthesize it. The reactants are: [C:1]([S:5](N)=[O:6])([CH3:4])([CH3:3])[CH3:2].[Cl:8][C:9]1[CH:14]=[CH:13][N:12]=[C:11]([CH:15]=O)[CH:10]=1.[CH2:17](Cl)Cl. (5) Given the product [C:1]([O:5][C:6]([N:8]1[CH2:13][CH2:12][CH:11]([C:14]2[N:18]=[C:17]([NH:19][C:20]3[CH:25]=[C:24]([O:26][C:27]4[C:28]([CH3:39])=[N:29][CH:30]=[C:31]([C:37]=4[CH3:38])[C:32]([OH:34])=[O:33])[C:23]([Br:40])=[CH:22][N:21]=3)[S:16][N:15]=2)[CH2:10][CH2:9]1)=[O:7])([CH3:4])([CH3:3])[CH3:2], predict the reactants needed to synthesize it. The reactants are: [C:1]([O:5][C:6]([N:8]1[CH2:13][CH2:12][CH:11]([C:14]2[N:18]=[C:17]([NH:19][C:20]3[CH:25]=[C:24]([O:26][C:27]4[C:28]([CH3:39])=[N:29][CH:30]=[C:31]([C:37]=4[CH3:38])[C:32]([O:34]CC)=[O:33])[C:23]([Br:40])=[CH:22][N:21]=3)[S:16][N:15]=2)[CH2:10][CH2:9]1)=[O:7])([CH3:4])([CH3:3])[CH3:2].[OH-].[Na+]. (6) The reactants are: [CH2:1]1[O:3][C@@H:2]1[CH2:4][OH:5].[NH2:6][C:7]1[CH:16]=[C:15]2[C:10]([CH:11]=[C:12]([C:18]3[CH:23]=[CH:22][CH:21]=[CH:20][C:19]=3[C:24]([F:27])([F:26])[F:25])[NH:13][C:14]2=[O:17])=[CH:9][CH:8]=1. Given the product [OH:3][C@H:2]([CH2:4][OH:5])[CH2:1][NH:6][C:7]1[CH:16]=[C:15]2[C:10]([CH:11]=[C:12]([C:18]3[CH:23]=[CH:22][CH:21]=[CH:20][C:19]=3[C:24]([F:27])([F:25])[F:26])[NH:13][C:14]2=[O:17])=[CH:9][CH:8]=1, predict the reactants needed to synthesize it. (7) Given the product [Br:1][C:2]1[CH:11]=[CH:10][C:9]2[C:4](=[CH:5][CH:6]=[C:7]([CH:22]([CH3:24])[CH3:23])[CH:8]=2)[CH:3]=1, predict the reactants needed to synthesize it. The reactants are: [Br:1][C:2]1[CH:3]=[C:4]2[C:9](=[CH:10][CH:11]=1)[CH:8]=[C:7](OS(C(F)(F)F)(=O)=O)[CH:6]=[CH:5]2.[Br-].[Li+].[CH:22]([Mg]Br)([CH3:24])[CH3:23]. (8) Given the product [CH3:1][O:2][C:3](=[O:29])[C@H:4]([O:28][CH3:31])[CH:5]([NH:20][C:21]([O:23][C:24]([CH3:25])([CH3:26])[CH3:27])=[O:22])[CH2:6][C:7]1[CH:12]=[CH:11][C:10]([C:13]2[CH:18]=[CH:17][CH:16]=[C:15]([Cl:19])[CH:14]=2)=[CH:9][CH:8]=1, predict the reactants needed to synthesize it. The reactants are: [CH3:1][O:2][C:3](=[O:29])[C@H:4]([OH:28])[CH:5]([NH:20][C:21]([O:23][C:24]([CH3:27])([CH3:26])[CH3:25])=[O:22])[CH2:6][C:7]1[CH:12]=[CH:11][C:10]([C:13]2[CH:18]=[CH:17][CH:16]=[C:15]([Cl:19])[CH:14]=2)=[CH:9][CH:8]=1.I[CH3:31].